From a dataset of Peptide-MHC class I binding affinity with 185,985 pairs from IEDB/IMGT. Regression. Given a peptide amino acid sequence and an MHC pseudo amino acid sequence, predict their binding affinity value. This is MHC class I binding data. (1) The peptide sequence is AAVLLGAPV. The MHC is H-2-Kb with pseudo-sequence H-2-Kb. The binding affinity (normalized) is 0.233. (2) The peptide sequence is TPEGIIPALF. The MHC is HLA-B07:02 with pseudo-sequence HLA-B07:02. The binding affinity (normalized) is 0.406. (3) The peptide sequence is SHAQTVVL. The MHC is Mamu-B1001 with pseudo-sequence Mamu-B1001. The binding affinity (normalized) is 0.839. (4) The peptide sequence is GKLDPTNTL. The MHC is HLA-A02:19 with pseudo-sequence HLA-A02:19. The binding affinity (normalized) is 0.0847.